This data is from Full USPTO retrosynthesis dataset with 1.9M reactions from patents (1976-2016). The task is: Predict the reactants needed to synthesize the given product. (1) The reactants are: [CH:1]([N:4]1[CH2:14][CH:13]2[CH2:15][CH:6]([C:7]3[C:12]2=[CH:11][C:10]([N+:16]([O-])=O)=[CH:9][CH:8]=3)[CH2:5]1)([CH3:3])[CH3:2].[H][H]. Given the product [CH:1]([N:4]1[CH2:14][CH:13]2[CH2:15][CH:6]([C:7]3[C:12]2=[CH:11][C:10]([NH2:16])=[CH:9][CH:8]=3)[CH2:5]1)([CH3:3])[CH3:2], predict the reactants needed to synthesize it. (2) Given the product [CH3:11][O:10][N:9]([CH3:8])[C:1](=[O:6])[CH2:2][CH2:3][CH3:4], predict the reactants needed to synthesize it. The reactants are: [C:1]([OH:6])(=O)[CH2:2][CH2:3][CH3:4].Cl.[CH3:8][NH:9][O:10][CH3:11].F[P-](F)(F)(F)(F)F.N1(O[P+](N(C)C)(N(C)C)N(C)C)C2C=CC=CC=2N=N1. (3) Given the product [F:1][C:2]1[CH:3]=[CH:4][C:5]([C:8]2[C:13]([I:14])=[C:12]([CH:15]([CH3:17])[CH3:16])[N:11]=[C:10]([N:18]([CH3:19])[S:28]([CH3:27])(=[O:30])=[O:29])[N:9]=2)=[CH:6][CH:7]=1, predict the reactants needed to synthesize it. The reactants are: [F:1][C:2]1[CH:7]=[CH:6][C:5]([C:8]2[C:13]([I:14])=[C:12]([CH:15]([CH3:17])[CH3:16])[N:11]=[C:10]([NH:18][CH3:19])[N:9]=2)=[CH:4][CH:3]=1.CCN(CC)CC.[CH3:27][S:28](Cl)(=[O:30])=[O:29]. (4) Given the product [C:94]([C:96]1([NH:99][C:2](=[O:3])[NH:1][C@:4]23[CH2:39][CH2:38][C@@H:37]([C:40]([CH3:42])=[CH2:41])[C@@H:5]2[C@@H:6]2[C@@:19]([CH3:22])([CH2:20][CH2:21]3)[C@@:18]3([CH3:23])[C@@H:9]([C@:10]4([CH3:36])[C@@H:15]([CH2:16][CH2:17]3)[C:14]([CH3:25])([CH3:24])[C:13]([C:26]3[CH:27]=[CH:28][C:29]([C:30]([OH:32])=[O:31])=[CH:34][CH:35]=3)=[CH:12][CH2:11]4)[CH2:8][CH2:7]2)[CH2:98][CH2:97]1)([OH:95])=[O:93], predict the reactants needed to synthesize it. The reactants are: [N:1]([C@:4]12[CH2:39][CH2:38][C@@H:37]([C:40]([CH3:42])=[CH2:41])[C@@H:5]1[C@@H:6]1[C@@:19]([CH3:22])([CH2:20][CH2:21]2)[C@@:18]2([CH3:23])[C@@H:9]([C@:10]3([CH3:36])[C@@H:15]([CH2:16][CH2:17]2)[C:14]([CH3:25])([CH3:24])[C:13]([C:26]2[CH:35]=[CH:34][C:29]([C:30]([O:32]C)=[O:31])=[CH:28][CH:27]=2)=[CH:12][CH2:11]3)[CH2:8][CH2:7]1)=[C:2]=[O:3].CN(C)CCNC(=O)N[C@]12CC[C@@H](C(C)=C)[C@@H]1[C@@H]1[C@@](C)(CC2)[C@@]2(C)[C@@H]([C@]3(C)[C@@H](CC2)C(C)(C)C(C2C=CC(C(O)=O)=CC=2)=CC3)CC1.Cl.C([O:93][C:94]([C:96]1([NH2:99])[CH2:98][CH2:97]1)=[O:95])C. (5) Given the product [F:1][C:2]1[CH:3]=[C:4]2[C:9](=[C:10]([C:12]([NH:34][S:31]([CH:28]3[CH2:30][CH2:29]3)(=[O:33])=[O:32])=[O:13])[CH:11]=1)[NH:8][CH:7]([C:15]1[CH:20]=[CH:19][CH:18]=[C:17]([N:21]3[CH2:25][CH2:24][CH2:23][CH2:22]3)[CH:16]=1)[CH2:6][C:5]2([CH3:27])[CH3:26], predict the reactants needed to synthesize it. The reactants are: [F:1][C:2]1[CH:3]=[C:4]2[C:9](=[C:10]([C:12](O)=[O:13])[CH:11]=1)[NH:8][CH:7]([C:15]1[CH:20]=[CH:19][CH:18]=[C:17]([N:21]3[CH2:25][CH2:24][CH2:23][CH2:22]3)[CH:16]=1)[CH2:6][C:5]2([CH3:27])[CH3:26].[CH:28]1([S:31]([NH2:34])(=[O:33])=[O:32])[CH2:30][CH2:29]1. (6) Given the product [ClH:47].[CH2:2]([O:4][C:5]1[CH:6]=[C:7]([CH:44]=[CH:45][CH:46]=1)[CH2:8][N:9]1[C:13]2=[N:14][CH:15]=[N:16][C:17]([N:18]3[CH2:23][CH2:22][N:21]([C:24](=[O:43])[C:25]4[CH:26]=[CH:27][C:28]([N:31]([C:37](=[O:42])[CH2:38][CH2:39][N:40]([CH3:41])[C:48]([O:50][CH2:51][CH3:52])=[O:49])[CH2:32][CH2:33][N:34]([CH3:36])[CH3:35])=[CH:29][CH:30]=4)[CH2:20][CH2:19]3)=[C:12]2[CH:11]=[N:10]1)[CH3:3], predict the reactants needed to synthesize it. The reactants are: Cl.[CH2:2]([O:4][C:5]1[CH:6]=[C:7]([CH:44]=[CH:45][CH:46]=1)[CH2:8][N:9]1[C:13]2=[N:14][CH:15]=[N:16][C:17]([N:18]3[CH2:23][CH2:22][N:21]([C:24](=[O:43])[C:25]4[CH:30]=[CH:29][C:28]([N:31]([C:37](=[O:42])[CH2:38][CH2:39][NH:40][CH3:41])[CH2:32][CH2:33][N:34]([CH3:36])[CH3:35])=[CH:27][CH:26]=4)[CH2:20][CH2:19]3)=[C:12]2[CH:11]=[N:10]1)[CH3:3].[Cl:47][C:48]([O:50][CH2:51][CH3:52])=[O:49].C(N(CC)CC)C.